Dataset: Forward reaction prediction with 1.9M reactions from USPTO patents (1976-2016). Task: Predict the product of the given reaction. (1) The product is: [F:14][C:15]1[CH:20]=[CH:19][C:18]([O:21][C:2]2[CH:9]=[C:8]([C:10]([F:13])([F:12])[F:11])[CH:7]=[CH:6][C:3]=2[CH:4]=[O:5])=[CH:17][CH:16]=1. Given the reactants F[C:2]1[CH:9]=[C:8]([C:10]([F:13])([F:12])[F:11])[CH:7]=[CH:6][C:3]=1[CH:4]=[O:5].[F:14][C:15]1[CH:20]=[CH:19][C:18]([OH:21])=[CH:17][CH:16]=1, predict the reaction product. (2) Given the reactants [CH:1](=[O:3])[CH3:2].[CH3:4][CH2:5][CH2:6][CH2:7][CH2:8][CH3:9].C(OCC)(=[O:12])C, predict the reaction product. The product is: [OH:3][CH:1]([C:6]1[C:7](=[O:12])[CH2:8][CH2:9][C:5]=1[CH3:4])[CH3:2]. (3) Given the reactants [NH2:1][C:2]1[CH:11]=[CH:10][CH:9]=[C:8]2[C:3]=1[C:4]([CH:12]=[CH2:13])=[CH:5][N:6]=[CH:7]2.O=[C:15]1[CH2:19][CH2:18][N:17]([C:20]([O:22][C:23]([CH3:26])([CH3:25])[CH3:24])=[O:21])[CH2:16]1.[BH4-].[Na+].C(=O)([O-])O.[Na+], predict the reaction product. The product is: [CH:12]([C:4]1[C:3]2[C:8](=[CH:9][CH:10]=[CH:11][C:2]=2[NH:1][CH:19]2[CH2:15][CH2:16][N:17]([C:20]([O:22][C:23]([CH3:26])([CH3:25])[CH3:24])=[O:21])[CH2:18]2)[CH:7]=[N:6][CH:5]=1)=[CH2:13]. (4) Given the reactants [Cl:1][C:2]1[CH:3]=[C:4]([NH:23][CH2:24][C:25]2[N:26]=[N:27][N:28]([CH:30]3[CH2:39][CH2:38][C:33]4(OCC[O:34]4)[CH2:32][CH2:31]3)[CH:29]=2)[CH:5]=[C:6]2[C:11]=1[N:10]=[CH:9][C:8]([C:12]#[N:13])=[C:7]2[NH:14][C:15]1[CH:20]=[CH:19][C:18]([F:21])=[C:17]([Cl:22])[CH:16]=1.C(O)(C(F)(F)F)=O.CC(C)=O, predict the reaction product. The product is: [Cl:1][C:2]1[CH:3]=[C:4]([NH:23][CH2:24][C:25]2[N:26]=[N:27][N:28]([CH:30]3[CH2:31][CH2:32][C:33](=[O:34])[CH2:38][CH2:39]3)[CH:29]=2)[CH:5]=[C:6]2[C:11]=1[N:10]=[CH:9][C:8]([C:12]#[N:13])=[C:7]2[NH:14][C:15]1[CH:20]=[CH:19][C:18]([F:21])=[C:17]([Cl:22])[CH:16]=1.